From a dataset of Retrosynthesis with 50K atom-mapped reactions and 10 reaction types from USPTO. Predict the reactants needed to synthesize the given product. (1) The reactants are: CC(=O)OCc1cc(CO)c(N2C[C@H](C)O[C@H](C)C2)c(F)c1F. Given the product CC(=O)OCc1cc(C=O)c(N2C[C@H](C)O[C@H](C)C2)c(F)c1F, predict the reactants needed to synthesize it. (2) Given the product CC(C)N(CC(=O)NCc1cc(-c2ccc(C(F)(F)F)cc2)ccc1F)S(=O)(=O)c1ccc(F)cc1, predict the reactants needed to synthesize it. The reactants are: CC(C)N(CC(=O)O)S(=O)(=O)c1ccc(F)cc1.NCc1cc(-c2ccc(C(F)(F)F)cc2)ccc1F. (3) Given the product [O-][n+]1cc(F)ccc1Cl, predict the reactants needed to synthesize it. The reactants are: Fc1ccc(Cl)nc1.OO.